This data is from Forward reaction prediction with 1.9M reactions from USPTO patents (1976-2016). The task is: Predict the product of the given reaction. (1) Given the reactants Cl.[CH3:2][CH:3]1[CH2:8][CH2:7][N:6]([CH2:9][C:10]([OH:12])=O)[CH2:5][CH2:4]1.[NH2:13][C@@H:14]([CH2:32][O:33][CH2:34][C:35]1[CH:40]=[CH:39][CH:38]=[CH:37][CH:36]=1)[C:15]([NH:17][C:18]1[CH:23]=[CH:22][C:21]([O:24][C:25]2[CH:30]=[CH:29][C:28]([F:31])=[CH:27][CH:26]=2)=[CH:20][CH:19]=1)=[O:16], predict the reaction product. The product is: [CH2:34]([O:33][CH2:32][C@H:14]([NH:13][C:10](=[O:12])[CH2:9][N:6]1[CH2:5][CH2:4][CH:3]([CH3:2])[CH2:8][CH2:7]1)[C:15]([NH:17][C:18]1[CH:23]=[CH:22][C:21]([O:24][C:25]2[CH:30]=[CH:29][C:28]([F:31])=[CH:27][CH:26]=2)=[CH:20][CH:19]=1)=[O:16])[C:35]1[CH:40]=[CH:39][CH:38]=[CH:37][CH:36]=1. (2) Given the reactants [OH:1][C:2]1[CH:11]=[CH:10][C:5]2[C:6](=[O:9])[CH2:7][O:8][C:4]=2[C:3]=1[CH2:12][N:13]1[CH2:18][CH2:17][O:16][CH2:15][CH2:14]1.[NH:19]1[C:27]2[C:22](=[CH:23][CH:24]=[CH:25][N:26]=2)[C:21]([CH:28]=O)=[CH:20]1.N1CCCCC1, predict the reaction product. The product is: [NH:19]1[C:27]2=[N:26][CH:25]=[CH:24][CH:23]=[C:22]2[C:21](/[CH:28]=[C:7]2\[O:8][C:4]3[C:3]([CH2:12][N:13]4[CH2:18][CH2:17][O:16][CH2:15][CH2:14]4)=[C:2]([OH:1])[CH:11]=[CH:10][C:5]=3[C:6]\2=[O:9])=[CH:20]1. (3) Given the reactants C(O[NH:6][CH2:7][C:8]1([C:13]([OH:15])=[O:14])[CH2:10][C:9]1=C=O)(C)(C)C.O[CH:17]([CH2:24][CH:25]([CH3:27])[CH3:26])[C:18]([O:20][CH2:21][CH:22]=[CH2:23])=[O:19].CN(C1C=CC=CN=1)C.C1CCC(N=C=NC2CCCCC2)CC1, predict the reaction product. The product is: [NH2:6][CH2:7][C:8]1([C:13]([O:15][CH:17]([C:18]([O:20][CH2:21][CH:22]=[CH2:23])=[O:19])[CH2:24][CH:25]([CH3:27])[CH3:26])=[O:14])[CH2:9][CH2:10]1.